Task: Predict the reaction yield, written as a fraction of the theoretical maximum amount of product (1.0 means a 100% yield; for example, 0.34 means a 34% yield).. Dataset: Reaction yield outcomes from USPTO patents with 853,638 reactions The catalyst is C(Cl)(Cl)Cl. The yield is 0.510. The product is [O:18]1[C:2]2([CH2:5][N:4]([C:6]([O:8][C:9]([CH3:12])([CH3:11])[CH3:10])=[O:7])[CH2:3]2)[CH2:1]1. The reactants are [CH2:1]=[C:2]1[CH2:5][N:4]([C:6]([O:8][C:9]([CH3:12])([CH3:11])[CH3:10])=[O:7])[CH2:3]1.ClC1C=C(C=CC=1)C(OO)=[O:18].